This data is from Peptide-MHC class II binding affinity with 134,281 pairs from IEDB. The task is: Regression. Given a peptide amino acid sequence and an MHC pseudo amino acid sequence, predict their binding affinity value. This is MHC class II binding data. (1) The peptide sequence is KDFTFVCPTEIVEFAKQ. The MHC is DRB1_0701 with pseudo-sequence DRB1_0701. The binding affinity (normalized) is 0.851. (2) The peptide sequence is TLGEVWKRELNLLDK. The MHC is HLA-DQA10201-DQB10303 with pseudo-sequence HLA-DQA10201-DQB10303. The binding affinity (normalized) is 0. (3) The peptide sequence is ALKESWGAIWRIDTP. The MHC is DRB5_0101 with pseudo-sequence DRB5_0101. The binding affinity (normalized) is 0.352. (4) The peptide sequence is WLDAKSTWYGKPTGA. The MHC is DRB4_0101 with pseudo-sequence DRB4_0103. The binding affinity (normalized) is 0.0141. (5) The peptide sequence is YYKFLANVSTVLTGK. The MHC is DRB1_1302 with pseudo-sequence DRB1_1302. The binding affinity (normalized) is 0.985.